From a dataset of Forward reaction prediction with 1.9M reactions from USPTO patents (1976-2016). Predict the product of the given reaction. Given the reactants Br[C:2]1[CH:7]=[CH:6][CH:5]=[C:4]([CH:8]([F:10])[F:9])[N:3]=1.[CH2:11]([N:15]1[N:19]=[C:18]2[CH:20]=[CH:21][CH:22]=[CH:23][C:17]2=[N:16]1)[CH2:12][C:13]#[CH:14], predict the reaction product. The product is: [F:9][CH:8]([F:10])[C:4]1[N:3]=[C:2]([C:14]#[C:13][CH2:12][CH2:11][N:15]2[N:16]=[C:17]3[CH:23]=[CH:22][CH:21]=[CH:20][C:18]3=[N:19]2)[CH:7]=[CH:6][CH:5]=1.